Dataset: NCI-60 drug combinations with 297,098 pairs across 59 cell lines. Task: Regression. Given two drug SMILES strings and cell line genomic features, predict the synergy score measuring deviation from expected non-interaction effect. Drug 1: CCC1=CC2CC(C3=C(CN(C2)C1)C4=CC=CC=C4N3)(C5=C(C=C6C(=C5)C78CCN9C7C(C=CC9)(C(C(C8N6C)(C(=O)OC)O)OC(=O)C)CC)OC)C(=O)OC.C(C(C(=O)O)O)(C(=O)O)O. Drug 2: CC(C)CN1C=NC2=C1C3=CC=CC=C3N=C2N. Cell line: NCI/ADR-RES. Synergy scores: CSS=0.193, Synergy_ZIP=0.520, Synergy_Bliss=0.320, Synergy_Loewe=-1.62, Synergy_HSA=-1.62.